Dataset: Forward reaction prediction with 1.9M reactions from USPTO patents (1976-2016). Task: Predict the product of the given reaction. Given the reactants [Si:1](Cl)([C:4]([CH3:7])([CH3:6])[CH3:5])([CH3:3])[CH3:2].N1C=CN=C1.[OH:14][CH2:15][CH2:16][C:17]1[CH:18]=[C:19]([CH2:22][C:23](O)=[O:24])[S:20][CH:21]=1.C(=O)([O-])[O-].[K+].[K+], predict the reaction product. The product is: [Si:1]([O:14][CH2:15][CH2:16][C:17]1[CH:18]=[C:19]([CH2:22][CH2:23][OH:24])[S:20][CH:21]=1)([C:4]([CH3:7])([CH3:6])[CH3:5])([CH3:3])[CH3:2].